This data is from Forward reaction prediction with 1.9M reactions from USPTO patents (1976-2016). The task is: Predict the product of the given reaction. Given the reactants [Cl:1][C:2]1[CH:24]=[CH:23][C:5]([CH2:6][NH:7][C:8]([CH:10]2[CH2:15][CH2:14][N:13]([C:16]([O:18][C:19]([CH3:22])([CH3:21])[CH3:20])=[O:17])[CH2:12][CH2:11]2)=O)=[CH:4][CH:3]=1.B.O1CCCC1.[Cl-].[NH4+].C(OCC)(=O)C, predict the reaction product. The product is: [Cl:1][C:2]1[CH:24]=[CH:23][C:5]([CH2:6][NH:7][CH2:8][CH:10]2[CH2:15][CH2:14][N:13]([C:16]([O:18][C:19]([CH3:20])([CH3:21])[CH3:22])=[O:17])[CH2:12][CH2:11]2)=[CH:4][CH:3]=1.